Dataset: Reaction yield outcomes from USPTO patents with 853,638 reactions. Task: Predict the reaction yield, written as a fraction of the theoretical maximum amount of product (1.0 means a 100% yield; for example, 0.34 means a 34% yield). (1) The reactants are Cl.O.[C:3]1([CH3:13])[CH:8]=[CH:7][C:6]([S:9]([OH:12])(=[O:11])=[O:10])=[CH:5][CH:4]=1. No catalyst specified. The product is [CH3:13][C:3]1[CH:8]=[CH:7][C:6]([S:9]([OH:12])(=[O:11])=[O:10])=[CH:5][CH:4]=1. The yield is 0.940. (2) The reactants are Cl.[F:2][C:3]([F:25])([F:24])[C:4]1[CH:9]=[CH:8][C:7]([C:10]2[C:11]3[CH2:18][CH2:17][CH:16]([O:19][CH2:20][C:21]([OH:23])=O)[C:12]=3[CH:13]=[N:14][CH:15]=2)=[CH:6][CH:5]=1.C(N1C=CN=C1)([N:28]1C=CN=C1)=O.N. The catalyst is CN(C=O)C.C(Cl)Cl. The product is [F:24][C:3]([F:2])([F:25])[C:4]1[CH:5]=[CH:6][C:7]([C:10]2[C:11]3[CH2:18][CH2:17][CH:16]([O:19][CH2:20][C:21]([NH2:28])=[O:23])[C:12]=3[CH:13]=[N:14][CH:15]=2)=[CH:8][CH:9]=1. The yield is 0.480. (3) The reactants are [CH3:1][N:2]1[C:10]2[C:5](=[CH:6][CH:7]=[C:8]([N+:11]([O-])=O)[CH:9]=2)[CH:4]=[N:3]1.C(O)C. The catalyst is [Pt]=O.O1CCCC1. The product is [CH3:1][N:2]1[C:10]2[C:5](=[CH:6][CH:7]=[C:8]([NH2:11])[CH:9]=2)[CH:4]=[N:3]1. The yield is 0.990. (4) The reactants are [NH2:1][CH2:2][CH2:3][CH2:4][CH2:5][CH2:6][C:7]([OH:9])=[O:8].C(=O)([O-])[O-].[Na+].[Na+].C(N1[C:25](=[O:26])[C:24]2=[CH:27][CH:28]=[CH:29][CH:30]=[C:23]2[C:22]1=[O:31])(OCC)=O. The catalyst is O. The product is [C:22]1(=[O:31])[N:1]([CH2:2][CH2:3][CH2:4][CH2:5][CH2:6][C:7]([OH:9])=[O:8])[C:25](=[O:26])[C:24]2=[CH:27][CH:28]=[CH:29][CH:30]=[C:23]12. The yield is 0.800. (5) The reactants are Br[C:2]1[CH:9]=[CH:8][C:5]([C:6]#[N:7])=[CH:4][CH:3]=1.[CH2:10]([NH2:16])[CH2:11][CH2:12][CH2:13][CH2:14][CH3:15]. No catalyst specified. The product is [CH2:10]([NH:16][C:2]1[CH:9]=[CH:8][C:5]([C:6]#[N:7])=[CH:4][CH:3]=1)[CH2:11][CH2:12][CH2:13][CH2:14][CH3:15]. The yield is 0.720. (6) The reactants are C[O:2][C:3](=[O:20])[CH:4]([Cl:19])[C:5](=[O:18])[CH2:6][C:7]([CH:13]1[CH2:17][CH2:16][CH2:15][CH2:14]1)(O)[CH2:8][CH2:9][C:10]#[CH:11].C([O-])([O-])=O.[K+].[K+]. The catalyst is CO. The product is [CH2:8]([C:7]1([CH:13]2[CH2:14][CH2:15][CH2:16][CH2:17]2)[O:20][C:3](=[O:2])[CH:4]([Cl:19])[C:5](=[O:18])[CH2:6]1)[CH2:9][C:10]#[CH:11]. The yield is 0.970. (7) The reactants are [C:1]1([C:7]2([C@@H:19]([NH2:21])[CH3:20])[CH2:12][CH2:11][N:10]([S:13]([CH2:16][CH2:17][CH3:18])(=[O:15])=[O:14])[CH2:9][CH2:8]2)[CH:6]=[CH:5][CH:4]=[CH:3][CH:2]=1.[F:22][C:23]([F:35])([F:34])[O:24][C:25]1[CH:33]=[CH:32][CH:31]=[CH:30][C:26]=1[C:27](Cl)=[O:28].CCN(C(C)C)C(C)C. The catalyst is C(Cl)Cl. The product is [C:1]1([C:7]2([C@@H:19]([NH:21][C:27](=[O:28])[C:26]3[CH:30]=[CH:31][CH:32]=[CH:33][C:25]=3[O:24][C:23]([F:22])([F:34])[F:35])[CH3:20])[CH2:8][CH2:9][N:10]([S:13]([CH2:16][CH2:17][CH3:18])(=[O:15])=[O:14])[CH2:11][CH2:12]2)[CH:6]=[CH:5][CH:4]=[CH:3][CH:2]=1. The yield is 0.950.